From a dataset of Full USPTO retrosynthesis dataset with 1.9M reactions from patents (1976-2016). Predict the reactants needed to synthesize the given product. (1) Given the product [OH:8][C:9]1[CH:18]=[CH:17][C:16]2[C:11](=[CH:12][CH:13]=[CH:14][CH:15]=2)[C:10]=1[CH2:19][N:20]1[CH2:25][CH2:24][CH:23]([C:26]([O:28][CH2:29][CH3:30])=[O:27])[CH2:22][CH2:21]1, predict the reactants needed to synthesize it. The reactants are: C([O:8][C:9]1[CH:18]=[CH:17][C:16]2[C:11](=[CH:12][CH:13]=[CH:14][CH:15]=2)[C:10]=1[CH2:19][N:20]1[CH2:25][CH2:24][CH:23]([C:26]([O:28][CH2:29][CH3:30])=[O:27])[CH2:22][CH2:21]1)C1C=CC=CC=1. (2) Given the product [OH:67][CH2:66][C:63]1[CH:64]=[CH:65][C:60]([NH:59][C:1](=[O:53])[O:2][CH2:3][C:4]2[CH:9]=[CH:8][C:7]([NH:10][C:11](=[O:42])[C@@H:12]([NH:20][C:21](=[O:41])[C@@H:22]([NH:26][C:27](=[O:40])[CH2:28][CH2:29][CH2:30][CH2:31][CH2:32][N:33]3[C:34](=[O:39])[CH:35]=[CH:36][C:37]3=[O:38])[CH:23]([CH3:24])[CH3:25])[CH2:13][CH2:14][CH2:15][NH:16][C:17]([NH2:19])=[O:18])=[CH:6][CH:5]=2)=[CH:61][CH:62]=1, predict the reactants needed to synthesize it. The reactants are: [C:1](=[O:53])(OC1C=CC([N+]([O-])=O)=CC=1)[O:2][CH2:3][C:4]1[CH:9]=[CH:8][C:7]([NH:10][C:11](=[O:42])[C@@H:12]([NH:20][C:21](=[O:41])[C@@H:22]([NH:26][C:27](=[O:40])[CH2:28][CH2:29][CH2:30][CH2:31][CH2:32][N:33]2[C:37](=[O:38])[CH:36]=[CH:35][C:34]2=[O:39])[CH:23]([CH3:25])[CH3:24])[CH2:13][CH2:14][CH2:15][NH:16][C:17]([NH2:19])=[O:18])=[CH:6][CH:5]=1.CN(C=O)C.[NH2:59][C:60]1[CH:65]=[CH:64][C:63]([CH2:66][OH:67])=[CH:62][CH:61]=1.ON1C2C=CC=CC=2N=N1.CCN(C(C)C)C(C)C. (3) Given the product [C:1]([N:9]([OH:8])[C:10]([C:12]1[CH:49]=[CH:48][C:15]([O:16][C:17]2[C:22]([NH:23][S:24]([C:27]3[CH:36]=[CH:35][C:34]4[C:29](=[CH:30][CH:31]=[CH:32][CH:33]=4)[CH:28]=3)(=[O:26])=[O:25])=[CH:21][CH:20]=[C:19]([O:37][C:38]3[CH:43]=[CH:42][C:41]([C:44](=[NH:47])[N:45]([OH:46])[C:50](=[O:52])[CH3:51])=[CH:40][CH:39]=3)[N:18]=2)=[CH:14][CH:13]=1)=[NH:11])(=[O:3])[CH3:2], predict the reactants needed to synthesize it. The reactants are: [C:1](OC(=O)C)(=[O:3])[CH3:2].[OH:8][NH:9][C:10]([C:12]1[CH:49]=[CH:48][C:15]([O:16][C:17]2[C:22]([NH:23][S:24]([C:27]3[CH:36]=[CH:35][C:34]4[C:29](=[CH:30][CH:31]=[CH:32][CH:33]=4)[CH:28]=3)(=[O:26])=[O:25])=[CH:21][CH:20]=[C:19]([O:37][C:38]3[CH:43]=[CH:42][C:41]([C:44](=[NH:47])[NH:45][OH:46])=[CH:40][CH:39]=3)[N:18]=2)=[CH:14][CH:13]=1)=[NH:11].[C:50](O)(=[O:52])[CH3:51]. (4) The reactants are: [Cl:1][C:2]1[CH:7]=[CH:6][CH:5]=[C:4]([Cl:8])[C:3]=1[CH2:9][S:10]([C:13]1[CH:14]=[C:15]2[C:19](=[CH:20][CH:21]=1)[NH:18][C:17](=[O:22])/[C:16]/2=[CH:23]\[C:24]1[NH:25][C:26]([CH3:32])=[CH:27][C:28]=1[C:29](O)=[O:30])(=[O:12])=[O:11].C1C=CC2N(O)N=NC=2C=1.CCN=C=NCCCN(C)C.Cl.[NH2:55][CH2:56][CH:57]([OH:65])[CH2:58][N:59]1[CH2:64][CH2:63][O:62][CH2:61][CH2:60]1. Given the product [OH:65][CH:57]([CH2:58][N:59]1[CH2:64][CH2:63][O:62][CH2:61][CH2:60]1)[CH2:56][NH:55][C:29]([C:28]1[CH:27]=[C:26]([CH3:32])[NH:25][C:24]=1/[CH:23]=[C:16]1\[C:17](=[O:22])[NH:18][C:19]2[C:15]\1=[CH:14][C:13]([S:10]([CH2:9][C:3]1[C:4]([Cl:8])=[CH:5][CH:6]=[CH:7][C:2]=1[Cl:1])(=[O:11])=[O:12])=[CH:21][CH:20]=2)=[O:30], predict the reactants needed to synthesize it. (5) Given the product [CH3:4][C:2]([C:5]1[C:10]([C:11]2[CH:16]=[C:15]([O:17][CH3:18])[CH:14]=[CH:13][C:12]=2[F:19])=[CH:9][C:8]([CH2:20][O:21][C:22]2[CH:23]=[CH:24][C:25]([C@@H:28]([CH2:34][CH2:35][CH2:36][CH3:37])[CH2:29][C:30]([OH:32])=[O:31])=[CH:26][CH:27]=2)=[CH:7][CH:6]=1)([CH3:1])[CH3:3], predict the reactants needed to synthesize it. The reactants are: [CH3:1][C:2]([C:5]1[C:10]([C:11]2[CH:16]=[C:15]([O:17][CH3:18])[CH:14]=[CH:13][C:12]=2[F:19])=[CH:9][C:8]([CH2:20][O:21][C:22]2[CH:27]=[CH:26][C:25]([C@@H:28]([CH2:34][CH2:35][CH2:36][CH3:37])[CH2:29][C:30]([O:32]C)=[O:31])=[CH:24][CH:23]=2)=[CH:7][CH:6]=1)([CH3:4])[CH3:3].C1COCC1.CCO.[OH-].[Na+]. (6) Given the product [Cl:1][C:2]1[CH:7]=[CH:6][C:5]2[O:8][C:18]([C:15]3[CH:16]=[CH:17][C:12]([O:11][CH3:10])=[CH:13][CH:14]=3)=[CH:19][C:4]=2[CH:3]=1, predict the reactants needed to synthesize it. The reactants are: [Cl:1][C:2]1[CH:7]=[CH:6][C:5]([OH:8])=[C:4](I)[CH:3]=1.[CH3:10][O:11][C:12]1[CH:17]=[CH:16][C:15]([C:18]#[CH:19])=[CH:14][CH:13]=1.O. (7) Given the product [F:48][C:44]1([F:47])[CH2:45][CH2:46][CH:41]([C@H:13]([NH:12][C:10](=[O:11])[C@H:9]([CH3:49])[NH:7][CH3:6])[C:14]([N:16]2[C@H:21]([C:22]([NH:23][C@H:24]3[C:33]4[C:28](=[CH:29][CH:30]=[CH:31][CH:32]=4)[O:27][CH2:26][CH2:25]3)=[O:34])[CH2:20][N:19]3[CH2:35][C@@H:36]([O:38][CH2:39][CH3:40])[CH2:37][C@@H:18]3[CH2:17]2)=[O:15])[CH2:42][CH2:43]1, predict the reactants needed to synthesize it. The reactants are: C(O[C:6](=O)[N:7]([C@@H:9]([CH3:49])[C:10]([NH:12][C@@H:13]([CH:41]1[CH2:46][CH2:45][C:44]([F:48])([F:47])[CH2:43][CH2:42]1)[C:14]([N:16]1[C@H:21]([C:22](=[O:34])[NH:23][C@H:24]2[C:33]3[C:28](=[CH:29][CH:30]=[CH:31][CH:32]=3)[O:27][CH2:26][CH2:25]2)[CH2:20][N:19]2[CH2:35][C@@H:36]([O:38][CH2:39][CH3:40])[CH2:37][C@@H:18]2[CH2:17]1)=[O:15])=[O:11])C)(C)(C)C.Cl.COC1CCCC1.O. (8) Given the product [CH2:1]([O:3][C:4]1[CH:5]=[C:6]([CH:10]=[CH:11][CH:12]=1)[C:7]([NH:24][C:22]1[O:21][N:20]=[C:19]([C:16]2[CH:17]=[CH:18][N:13]=[CH:14][CH:15]=2)[CH:23]=1)=[O:8])[CH3:2], predict the reactants needed to synthesize it. The reactants are: [CH2:1]([O:3][C:4]1[CH:5]=[C:6]([CH:10]=[CH:11][CH:12]=1)[C:7](Cl)=[O:8])[CH3:2].[N:13]1[CH:18]=[CH:17][C:16]([C:19]2[CH:23]=[C:22]([NH2:24])[O:21][N:20]=2)=[CH:15][CH:14]=1.N1C=CC=CC=1. (9) Given the product [Cl:13][C:14]1[CH:19]=[CH:18][C:17]([CH:20]2[CH:24]([C:25]3[CH:26]=[CH:27][C:28]([Cl:31])=[CH:29][CH:30]=3)[N:23]([C:32]([N:10]3[CH2:9][CH2:8][N:7]([S:4]([CH:2]([CH3:1])[CH3:3])(=[O:5])=[O:6])[CH2:12][CH2:11]3)=[O:33])[C:22]([C:35]3[CH:40]=[CH:39][C:38]([C:41]([F:42])([F:43])[F:44])=[CH:37][C:36]=3[O:45][CH2:46][CH3:47])=[N:21]2)=[CH:16][CH:15]=1, predict the reactants needed to synthesize it. The reactants are: [CH3:1][CH:2]([S:4]([N:7]1[CH2:12][CH2:11][NH:10][CH2:9][CH2:8]1)(=[O:6])=[O:5])[CH3:3].[Cl:13][C:14]1[CH:19]=[CH:18][C:17]([CH:20]2[CH:24]([C:25]3[CH:30]=[CH:29][C:28]([Cl:31])=[CH:27][CH:26]=3)[N:23]([C:32](Cl)=[O:33])[C:22]([C:35]3[CH:40]=[CH:39][C:38]([C:41]([F:44])([F:43])[F:42])=[CH:37][C:36]=3[O:45][CH2:46][CH3:47])=[N:21]2)=[CH:16][CH:15]=1.C(N(C(C)C)CC)(C)C. (10) Given the product [NH2:28][C:24]1([C:21]2[CH:20]=[CH:19][C:18]([C:9]3[C:10]([C:12]4[CH:17]=[CH:16][CH:15]=[CH:14][CH:13]=4)=[CH:11][C:4]4[N:3]([C:36]5[CH:37]=[N:38][CH:39]=[CH:40][CH:41]=5)[C:2](=[O:1])[CH2:7][O:6][C:5]=4[N:8]=3)=[CH:23][CH:22]=2)[CH2:27][CH2:26][CH2:25]1, predict the reactants needed to synthesize it. The reactants are: [O:1]=[C:2]1[CH2:7][O:6][C:5]2[N:8]=[C:9]([C:18]3[CH:23]=[CH:22][C:21]([C:24]4([NH:28]C(=O)OC(C)(C)C)[CH2:27][CH2:26][CH2:25]4)=[CH:20][CH:19]=3)[C:10]([C:12]3[CH:17]=[CH:16][CH:15]=[CH:14][CH:13]=3)=[CH:11][C:4]=2[N:3]1[C:36]1[CH:37]=[N:38][CH:39]=[CH:40][CH:41]=1.